From a dataset of Catalyst prediction with 721,799 reactions and 888 catalyst types from USPTO. Predict which catalyst facilitates the given reaction. Reactant: Cl.N1C=CC=CC=1.C[O:9][C:10]1[CH:11]=[C:12]2[C:16](=[CH:17][CH:18]=1)[C:15](=[O:19])[CH:14]([C:20]1[CH:25]=[CH:24][C:23]([O:26]C)=[CH:22][CH:21]=1)[C:13]2=[O:28]. Product: [OH:9][C:10]1[CH:11]=[C:12]2[C:16](=[CH:17][CH:18]=1)[C:15](=[O:19])[CH:14]([C:20]1[CH:25]=[CH:24][C:23]([OH:26])=[CH:22][CH:21]=1)[C:13]2=[O:28]. The catalyst class is: 6.